Task: Predict the reactants needed to synthesize the given product.. Dataset: Full USPTO retrosynthesis dataset with 1.9M reactions from patents (1976-2016) (1) Given the product [C:26]1([C:32]2[N:33]=[CH:34][C:35]([NH:38][C:39]([N:2]3[CH2:7][CH2:6][C:5](=[CH:8][C:9]4[CH:25]=[CH:24][CH:23]=[C:11]([O:12][C:13]5[CH:18]=[CH:17][C:16]([C:19]([F:22])([F:20])[F:21])=[CH:15][N:14]=5)[CH:10]=4)[CH2:4][CH2:3]3)=[O:40])=[N:36][CH:37]=2)[CH:27]=[CH:28][CH:29]=[CH:30][CH:31]=1, predict the reactants needed to synthesize it. The reactants are: Cl.[NH:2]1[CH2:7][CH2:6][C:5](=[CH:8][C:9]2[CH:10]=[C:11]([CH:23]=[CH:24][CH:25]=2)[O:12][C:13]2[CH:18]=[CH:17][C:16]([C:19]([F:22])([F:21])[F:20])=[CH:15][N:14]=2)[CH2:4][CH2:3]1.[C:26]1([C:32]2[N:33]=[CH:34][C:35]([NH:38][C:39](=O)[O:40]C3C=CC=CC=3)=[N:36][CH:37]=2)[CH:31]=[CH:30][CH:29]=[CH:28][CH:27]=1.C(N(C(C)C)CC)(C)C. (2) Given the product [Br:1][C:2]1[CH:3]=[CH:4][C:5]([OH:25])=[C:6]([C:8]2[CH:13]=[CH:12][CH:11]=[CH:10][C:9]=2[C:14]2[N:19]=[C:18]([C:20]([OH:22])=[O:21])[CH:17]=[CH:16][CH:15]=2)[CH:7]=1, predict the reactants needed to synthesize it. The reactants are: [Br:1][C:2]1[CH:3]=[CH:4][C:5]([O:25]C)=[C:6]([C:8]2[CH:13]=[CH:12][CH:11]=[CH:10][C:9]=2[C:14]2[N:19]=[C:18]([C:20]([O:22]CC)=[O:21])[CH:17]=[CH:16][CH:15]=2)[CH:7]=1.B(Br)(Br)Br. (3) Given the product [F:38][C:39]([F:44])([F:43])[C:40]([OH:42])=[O:41].[NH2:14][CH2:13][CH2:12][N:11]([CH2:10][C:9]1[CH:29]=[CH:30][C:6]([O:5][CH2:4][C:3]2[CH:33]=[CH:34][C:35]([F:37])=[CH:36][C:2]=2[F:1])=[C:7]([O:31][CH3:32])[CH:8]=1)[C:22]([C:24]1[S:25][CH:26]=[CH:27][CH:28]=1)=[O:23], predict the reactants needed to synthesize it. The reactants are: [F:1][C:2]1[CH:36]=[C:35]([F:37])[CH:34]=[CH:33][C:3]=1[CH2:4][O:5][C:6]1[CH:30]=[CH:29][C:9]([CH2:10][N:11]([C:22]([C:24]2[S:25][CH:26]=[CH:27][CH:28]=2)=[O:23])[CH2:12][CH2:13][NH:14]C(=O)OC(C)(C)C)=[CH:8][C:7]=1[O:31][CH3:32].[F:38][C:39]([F:44])([F:43])[C:40]([OH:42])=[O:41]. (4) The reactants are: C[O:2][C:3]([C:5]1[CH:10]=[CH:9][C:8]([OH:11])=[CH:7][N:6]=1)=[O:4].FC(F)(F)S(O[CH2:18][C:19]([F:22])([F:21])[F:20])(=O)=O. Given the product [F:20][C:19]([F:22])([F:21])[CH2:18][O:11][C:8]1[CH:9]=[CH:10][C:5]([C:3]([OH:2])=[O:4])=[N:6][CH:7]=1, predict the reactants needed to synthesize it.